From a dataset of Reaction yield outcomes from USPTO patents with 853,638 reactions. Predict the reaction yield, written as a fraction of the theoretical maximum amount of product (1.0 means a 100% yield; for example, 0.34 means a 34% yield). (1) The reactants are Cl.C([N:9]1[CH2:13][CH2:12][C@@H:11]([C:14]([C:23]2[CH:28]=[CH:27][CH:26]=[CH:25][CH:24]=2)([C:17]2[CH:22]=[CH:21][CH:20]=[CH:19][CH:18]=2)[C:15]#[N:16])[CH2:10]1)C1C=CC=CC=1.C([O-])=O.[NH4+].O. The catalyst is CO.[Pd]. The product is [C:17]1([C:14]([C:23]2[CH:28]=[CH:27][CH:26]=[CH:25][CH:24]=2)([C@@H:11]2[CH2:12][CH2:13][NH:9][CH2:10]2)[C:15]#[N:16])[CH:18]=[CH:19][CH:20]=[CH:21][CH:22]=1. The yield is 0.997. (2) The reactants are Br[C:2]1[CH:7]=[C:6]([C:8]([CH3:11])([CH3:10])[CH3:9])[CH:5]=[C:4]([C:12]([CH3:15])([CH3:14])[CH3:13])[CH:3]=1.C([Li])(C)(C)C.[Br-].[Mg+2].[Br-].Br[C:25]1[CH2:26][C:27]2[C:32]([CH:33]=1)=[CH:31][CH:30]=[CH:29][CH:28]=2. The catalyst is CCOCC. The product is [C:12]([C:4]1[CH:3]=[C:2]([C:25]2[CH2:33][C:32]3[C:27]([CH:26]=2)=[CH:28][CH:29]=[CH:30][CH:31]=3)[CH:7]=[C:6]([C:8]([CH3:11])([CH3:10])[CH3:9])[CH:5]=1)([CH3:15])([CH3:14])[CH3:13]. The yield is 0.700.